This data is from B-cell epitopes from IEDB database with 3,159 antigens for binding position prediction. The task is: Token-level Classification. Given an antigen amino acid sequence, predict which amino acid positions are active epitope sites capable of antibody binding. Output is a list of indices for active positions. (1) Given the antigen sequence: MSLLTEVETPTRNGWECRCNDSSDPLVIAASIIGILHLILWILDRLFFKCIYRRLKYGLKRGPSTEGVPESMREEYRQEQQSAVDVDDGHFVNIELE, which amino acid positions are active epitope sites? The epitope positions are: [1, 2, 3, 4, 5, 6, 7, 8, 9, 10, 11, 12, 13, 14, 15, 16, 17, 18, 19, 20... (23 total positions)]. The amino acids at these positions are: SLLTEVETPTRNGWECRCNDSSD. (2) The epitope positions are: [53, 54, 55, 56, 57, 58]. The amino acids at these positions are: EEPLRW. Given the antigen sequence: MSGILDRCTCTPNARVFMAEGQVYCTRCLSARSLLPLNLQVPELGVLGLFYRPEEPLRWTLPRAFPTVECSPAGACWLSAIFPIARMTSGNLNFQQRMVRVAAEIYRAGQLTPAVLKALQVYERGCRWYPIVGPVPGVAVFANSLHVSDKPFPGATHVLTNLPLPQRPKPEDFCPFECAMADVYDIGHGAVMYVAKGKVSWAPRGGDEAKFETVPRELKLIANQLHISFPPHHAVDMSKFVFIAPGSGVSMRVECPHGCLPANTVPEGNCWWRLFDSLPLDVQNKEIRRANQFGYQTKHGVAGKYLQRRLQANGLRAVTDTDGPIVVQYFSVRESWIRHFRLAEEPSLPGFEDLLRIRVEPNTSPLSDKGGKIFRFGSHKWYGAGKRARKARSGMTTTVAHRALPAREIQQAKKHEDAGADKAVHLRHYSPPADGNCGWHCISAIANRMVNSKFETTLPERVRPSDDWATDEDLVNTIQILKLPAALDRNGACVGAKYVL..., which amino acid positions are active epitope sites? (3) Given the antigen sequence: MSRSESKRNRDGREGILEQWVNGRKKLEDLERDLRKIKKKIKKLEDENPWLGNIKGILGKKDKDGEGAPPAKRARTDQMEIDSGPGKRPLRGGFSDKERQDHRRRKALENKRKQLAAGGKHLSKEEEEELKRLTEEDERRERRTAGPSVGGVNPLEGGSRGAPGGGFVPNMLSVPESPFSRTGEGLDVRGNQGFPWDILFPADPPFSPQSCRPQ, which amino acid positions are active epitope sites? The epitope positions are: [188, 189, 190, 191, 192, 193, 194, 195, 196, 197, 198, 199, 200, 201, 202, 203, 204, 205, 206, 207... (23 total positions)]. The amino acids at these positions are: RGNQGFPWDILFPADPPFSPQSC. (4) Given the antigen sequence: MEGPVLTLGLLAALAVCGSWGLNEEERLIRHLFQEKGYNKELRPVAHKEESVDVALALTLSNLISLGWTDNRLKWNAEEFGNISVLRLPPDMVWLPEIVLENNNDGSFQISYSCNVLVYHYGFVYWLPPAIFRSSCPISVTYFPFDWQNCSLKFSSLKYTAKEITLSLKQDAKENRTYPVEWIIIDPEGFTENGEWEIVHRPARVNVDPRAPLDSPSRQDITFYLIIRRKPLFYIINILVPCVLISFMVNLVFYLPADSGEKTSVAISVLLAQSVFLLLISKRLPATSMAIPLIGKFLLFGMVLVTMVVVICVIVLNIHFRTPSTHVLSEGVKKLFLETLPELLHMSRPAEDGPSPGALVRRSSSLGYISKAEEYFLLKSRSDLMFEKQSERHGLARRLTTARRPPASSEQAQQELFNELKPAVDGANFIVNHMRDQNNYNEEKDSWNRVARTVDRLCLFVVTPVMVVGTAWIFLQGVYNQPPPQPFPGDPYSYNVQDKR..., which amino acid positions are active epitope sites? The epitope positions are: [378, 379, 380, 381, 382, 383, 384, 385, 386, 387, 388, 389, 390, 391, 392, 393, 394, 395, 396, 397]. The amino acids at these positions are: KSRSDLMFEKQSERHGLARR.